This data is from Forward reaction prediction with 1.9M reactions from USPTO patents (1976-2016). The task is: Predict the product of the given reaction. (1) Given the reactants Cl[C:2]1[S:3][C:4]2[CH:10]=[CH:9][CH:8]=[CH:7][C:5]=2[N:6]=1.[Cl:11][C:12]1[CH:13]=[C:14]([CH:16]=[C:17]([Cl:19])[CH:18]=1)[NH2:15], predict the reaction product. The product is: [S:3]1[C:4]2[CH:10]=[CH:9][CH:8]=[CH:7][C:5]=2[N:6]=[C:2]1[NH:15][C:14]1[CH:13]=[C:12]([Cl:11])[CH:18]=[C:17]([Cl:19])[CH:16]=1. (2) Given the reactants [CH3:1][NH:2][CH2:3][C:4]1[CH:9]=[CH:8][CH:7]=[CH:6][CH:5]=1.C(N(CC)CC)C.[N+:17]([C:20]1[CH:21]=[C:22]([CH:26]=[CH:27][CH:28]=1)[C:23](Cl)=[O:24])([O-:19])=[O:18], predict the reaction product. The product is: [CH2:3]([N:2]([CH3:1])[C:23](=[O:24])[C:22]1[CH:26]=[CH:27][CH:28]=[C:20]([N+:17]([O-:19])=[O:18])[CH:21]=1)[C:4]1[CH:9]=[CH:8][CH:7]=[CH:6][CH:5]=1.